Dataset: Peptide-MHC class I binding affinity with 185,985 pairs from IEDB/IMGT. Task: Regression. Given a peptide amino acid sequence and an MHC pseudo amino acid sequence, predict their binding affinity value. This is MHC class I binding data. (1) The peptide sequence is LEASISGKY. The MHC is HLA-A01:01 with pseudo-sequence HLA-A01:01. The binding affinity (normalized) is 0.149. (2) The peptide sequence is RQGLELTLL. The binding affinity (normalized) is 0.442. The MHC is Mamu-B03 with pseudo-sequence Mamu-B03.